From a dataset of Full USPTO retrosynthesis dataset with 1.9M reactions from patents (1976-2016). Predict the reactants needed to synthesize the given product. Given the product [Br:1][C:2]1[CH:9]=[CH:8][C:5]([C:6]2[NH:17][CH:16]=[CH:15][N:7]=2)=[CH:4][CH:3]=1, predict the reactants needed to synthesize it. The reactants are: [Br:1][C:2]1[CH:9]=[CH:8][C:5]([C:6]#[N:7])=[CH:4][CH:3]=1.C[O-].[Na+].CO[CH:15](OC)[CH2:16][NH2:17].C(O)(=O)C.Cl.